From a dataset of Reaction yield outcomes from USPTO patents with 853,638 reactions. Predict the reaction yield, written as a fraction of the theoretical maximum amount of product (1.0 means a 100% yield; for example, 0.34 means a 34% yield). The reactants are [C:1](N1C=CN=C1)(N1C=CN=C1)=[S:2].[C:13]1([NH:19][CH2:20][CH2:21][NH2:22])[CH:18]=[CH:17][CH:16]=[CH:15][CH:14]=1.C(Cl)Cl. The catalyst is C1COCC1. The product is [C:13]1([N:19]2[CH2:20][CH2:21][NH:22][C:1]2=[S:2])[CH:18]=[CH:17][CH:16]=[CH:15][CH:14]=1. The yield is 0.353.